Dataset: Peptide-MHC class I binding affinity with 185,985 pairs from IEDB/IMGT. Task: Regression. Given a peptide amino acid sequence and an MHC pseudo amino acid sequence, predict their binding affinity value. This is MHC class I binding data. (1) The peptide sequence is YFPREGVFVF. The MHC is HLA-A23:01 with pseudo-sequence HLA-A23:01. The binding affinity (normalized) is 0.838. (2) The binding affinity (normalized) is 0.756. The MHC is HLA-A02:01 with pseudo-sequence HLA-A02:01. The peptide sequence is LLFLKDVEP. (3) The peptide sequence is WTGMVDGWY. The MHC is HLA-A80:01 with pseudo-sequence HLA-A80:01. The binding affinity (normalized) is 0.0847. (4) The peptide sequence is MPDNRSFTF. The MHC is Mamu-B17 with pseudo-sequence Mamu-B17. The binding affinity (normalized) is 0.323.